From a dataset of Catalyst prediction with 721,799 reactions and 888 catalyst types from USPTO. Predict which catalyst facilitates the given reaction. Reactant: [CH2:1]([O:3][C:4]([C:6]1([NH:11][C:12]([CH:14]2[CH2:18][CH:17]([O:19][C:20]3[C:29]4[C:24](=[CH:25][C:26]([O:30][CH3:31])=[CH:27][CH:28]=4)[N:23]=[C:22]([C:32]4[CH:37]=[CH:36][CH:35]=[CH:34][CH:33]=4)[CH:21]=3)[CH2:16][N:15]2[C:38](=[O:52])[NH:39][CH:40]([C:48]([O:50][CH3:51])=[O:49])[CH2:41][CH2:42][CH2:43][CH2:44][CH2:45]C=C)=[O:13])[CH2:8][CH:7]1[CH:9]=[CH2:10])=[O:5])[CH3:2]. Product: [CH3:51][O:50][C:48]([CH:40]1[NH:39][C:38](=[O:52])[N:15]2[CH:14]([CH2:18][CH:17]([O:19][C:20]3[C:29]4[C:24](=[CH:25][C:26]([O:30][CH3:31])=[CH:27][CH:28]=4)[N:23]=[C:22]([C:32]4[CH:37]=[CH:36][CH:35]=[CH:34][CH:33]=4)[CH:21]=3)[CH2:16]2)[C:12](=[O:13])[NH:11][C:6]2([C:4]([O:3][CH2:1][CH3:2])=[O:5])[CH:7]([CH2:8]2)[CH:9]=[CH:10][CH2:45][CH2:44][CH2:43][CH2:42][CH2:41]1)=[O:49]. The catalyst class is: 4.